Dataset: Reaction yield outcomes from USPTO patents with 853,638 reactions. Task: Predict the reaction yield, written as a fraction of the theoretical maximum amount of product (1.0 means a 100% yield; for example, 0.34 means a 34% yield). (1) The reactants are [F:1][C:2]([F:24])([F:23])[C:3]1[CH:4]=[C:5]([C:13]2[N:17]=[CH:16][N:15](/[CH:18]=[CH:19]\[C:20]([OH:22])=O)[N:14]=2)[CH:6]=[C:7]([C:9]([F:12])([F:11])[F:10])[CH:8]=1.[NH:25]1[CH2:30][CH2:29][CH:28]([OH:31])[CH2:27][CH2:26]1.C(P1(=O)OP(CCC)(=O)OP(CCC)(=O)O1)CC.CCN(C(C)C)C(C)C. The catalyst is C(Cl)Cl.O. The product is [F:12][C:9]([F:10])([F:11])[C:7]1[CH:6]=[C:5]([C:13]2[N:17]=[CH:16][N:15](/[CH:18]=[CH:19]\[C:20]([N:25]3[CH2:30][CH2:29][CH:28]([OH:31])[CH2:27][CH2:26]3)=[O:22])[N:14]=2)[CH:4]=[C:3]([C:2]([F:24])([F:23])[F:1])[CH:8]=1. The yield is 0.100. (2) The reactants are C1(P(C2C=CC=CC=2)C2C=CC=CC=2)C=CC=CC=1.N1C=CN=C1.[I-:25].[O:26]1[CH2:31][CH2:30][CH2:29][CH2:28][CH:27]1[O:32][CH2:33][C:34]#[C:35][CH2:36]O. The catalyst is ClCCl. The product is [O:26]1[CH2:31][CH2:30][CH2:29][CH2:28][CH:27]1[O:32][CH2:33][C:34]#[C:35][CH2:36][I:25]. The yield is 0.560.